Dataset: Acute oral toxicity (LD50) regression data from Zhu et al.. Task: Regression/Classification. Given a drug SMILES string, predict its toxicity properties. Task type varies by dataset: regression for continuous values (e.g., LD50, hERG inhibition percentage) or binary classification for toxic/non-toxic outcomes (e.g., AMES mutagenicity, cardiotoxicity, hepatotoxicity). Dataset: ld50_zhu. (1) The molecule is COP(=O)(OC)Oc1ccc(SC)cc1. The rat oral LD50 is 4.55, given as -log10 of the dose in mol/kg body weight (higher means more acutely toxic). (2) The molecule is CN(C)CCCOc1nn(Cc2ccccc2)c2ccccc12. The rat oral LD50 is 2.51, given as -log10 of the dose in mol/kg body weight (higher means more acutely toxic). (3) The drug is CC1=CC(=C2C(=O)c3ccccc3C2=O)C=CN1CCN1CCCCC1. The rat oral LD50 is 2.95, given as -log10 of the dose in mol/kg body weight (higher means more acutely toxic). (4) The drug is CC(C)(C)c1ccc(C(=O)O)cc1. The rat oral LD50 is 2.41, given as -log10 of the dose in mol/kg body weight (higher means more acutely toxic). (5) The drug is O=C(Cl)c1ccc(C(=O)Cl)cc1. The rat oral LD50 is 1.91, given as -log10 of the dose in mol/kg body weight (higher means more acutely toxic). (6) The rat oral LD50 is 1.42, given as -log10 of the dose in mol/kg body weight (higher means more acutely toxic). The molecule is OCCN1CCNCC1. (7) The compound is C=CCC1(C(C)CC)C(=O)NC(=O)NC1=O. The rat oral LD50 is 3.59, given as -log10 of the dose in mol/kg body weight (higher means more acutely toxic).